The task is: Predict which catalyst facilitates the given reaction.. This data is from Catalyst prediction with 721,799 reactions and 888 catalyst types from USPTO. (1) Reactant: [CH3:1][C:2]1[N:3]=[C:4]([NH:7][C:8]2[CH:9]=[C:10]([CH:15]=[CH:16][N:17]=2)[C:11](OC)=[O:12])[S:5][CH:6]=1.[H-].C([Al+]CC(C)C)C(C)C. Product: [CH3:1][C:2]1[N:3]=[C:4]([NH:7][C:8]2[CH:9]=[C:10]([CH2:11][OH:12])[CH:15]=[CH:16][N:17]=2)[S:5][CH:6]=1. The catalyst class is: 28. (2) Product: [CH2:4]([O:10][C:11]1[C:16]([CH:17]([CH3:19])[CH3:18])=[CH:15][C:14]([CH:20]([CH3:22])[CH3:21])=[CH:13][C:12]=1/[C:23](/[CH3:27])=[CH:24]\[CH:25]=[O:29])[CH2:5][CH2:6][CH2:7][CH2:8][CH3:9]. The catalyst class is: 81. Reactant: ClCCl.[CH2:4]([O:10][C:11]1[C:16]([CH:17]([CH3:19])[CH3:18])=[CH:15][C:14]([CH:20]([CH3:22])[CH3:21])=[CH:13][C:12]=1/[C:23](/[CH3:27])=[CH:24]\[C:25]#N)[CH2:5][CH2:6][CH2:7][CH2:8][CH3:9].C(C(C(C([O-])=O)O)O)([O-])=[O:29].[K+].[Na+]. (3) Reactant: [Li]CCCC.[C:6]([Si:10]([O:13][C:14]1[CH:19]=[C:18]([F:20])[CH:17]=[CH:16][C:15]=1[CH2:21][CH3:22])([CH3:12])[CH3:11])([CH3:9])([CH3:8])[CH3:7].CN(CCN(CCN(C)C)C)C.[CH3:35][N:36]1[C:40]([CH:41]=[O:42])=[N:39][C:38]([C:43]2[CH:48]=[CH:47][CH:46]=[CH:45][CH:44]=2)=[N:37]1. Product: [Si:10]([O:13][C:14]1[C:15]([CH2:21][CH3:22])=[CH:16][C:17]([CH:41]([C:40]2[N:36]([CH3:35])[N:37]=[C:38]([C:43]3[CH:44]=[CH:45][CH:46]=[CH:47][CH:48]=3)[N:39]=2)[OH:42])=[C:18]([F:20])[CH:19]=1)([C:6]([CH3:9])([CH3:8])[CH3:7])([CH3:12])[CH3:11]. The catalyst class is: 20. (4) Reactant: Br[C:2]1[C:11]2[O:10][CH2:9][CH2:8][O:7][C:6]=2[C:5]([O:12][CH3:13])=[CH:4][CH:3]=1.CCCCCC.C([Li])CCC.[CH2:25]([O:27][C:28]([CH:30]1[CH2:35][CH2:34][C:33](=[O:36])[CH2:32][CH2:31]1)=[O:29])[CH3:26].Cl. Product: [OH:36][C:33]1([C:2]2[C:11]3[O:10][CH2:9][CH2:8][O:7][C:6]=3[C:5]([O:12][CH3:13])=[CH:4][CH:3]=2)[CH2:32][CH2:31][CH:30]([C:28]([O:27][CH2:25][CH3:26])=[O:29])[CH2:35][CH2:34]1. The catalyst class is: 1. (5) Reactant: [Cl:1][C:2]1[CH:11]=[C:10]2[C:5]([CH2:6][CH2:7][NH:8][CH:9]2[C:12]2[CH:16]=[C:15]([CH:17]3[O:21][CH2:20][CH2:19][O:18]3)[S:14][C:13]=2[CH3:22])=[CH:4][CH:3]=1.C(N(CC)CC)C.[C:30]([O:34][C:35](O[C:35]([O:34][C:30]([CH3:33])([CH3:32])[CH3:31])=[O:36])=[O:36])([CH3:33])([CH3:32])[CH3:31].C([O-])(O)=O.[Na+]. Product: [Cl:1][C:2]1[CH:11]=[C:10]2[C:5]([CH2:6][CH2:7][N:8]([C:35]([O:34][C:30]([CH3:33])([CH3:32])[CH3:31])=[O:36])[CH:9]2[C:12]2[CH:16]=[C:15]([CH:17]3[O:21][CH2:20][CH2:19][O:18]3)[S:14][C:13]=2[CH3:22])=[CH:4][CH:3]=1. The catalyst class is: 2. (6) Reactant: [NH2:1][C:2]1[CH:10]=[C:9]([F:11])[CH:8]=[CH:7][C:3]=1[C:4](O)=[O:5].C(O)(=O)C.[CH:16](N)=[NH:17].C(=O)(O)[O-].[Na+]. Product: [F:11][C:9]1[CH:10]=[C:2]2[C:3]([C:4](=[O:5])[NH:17][CH:16]=[N:1]2)=[CH:7][CH:8]=1. The catalyst class is: 6. (7) Reactant: C([O:8][C:9](=[O:23])[C:10]1[CH:15]=[CH:14][C:13]([C:16]2[O:17][CH:18]=[C:19]([CH3:21])[N:20]=2)=[CH:12][C:11]=1[CH3:22])C1C=CC=CC=1.[OH-].[Na+]. Product: [CH3:22][C:11]1[CH:12]=[C:13]([C:16]2[O:17][CH:18]=[C:19]([CH3:21])[N:20]=2)[CH:14]=[CH:15][C:10]=1[C:9]([OH:23])=[O:8]. The catalyst class is: 5.